From a dataset of Forward reaction prediction with 1.9M reactions from USPTO patents (1976-2016). Predict the product of the given reaction. (1) Given the reactants [C:1]([O:10][CH3:11])(=[O:9])[C:2]1[C:3](=[CH:5][CH:6]=[CH:7][CH:8]=1)[OH:4].C(C(C)=O)C.C(=O)([O-])[O-].[K+].[K+].Br[CH2:24][CH2:25][Cl:26], predict the reaction product. The product is: [CH3:11][O:10][C:1](=[O:9])[C:2]1[CH:8]=[CH:7][CH:6]=[CH:5][C:3]=1[O:4][CH2:24][CH2:25][Cl:26]. (2) Given the reactants [CH2:1]([O:8][C:9]([N:11]1[CH2:15][CH2:14][CH2:13][CH2:12]1)=[O:10])[C:2]1[CH:7]=[CH:6][CH:5]=[CH:4][CH:3]=1.CN([C:19]([O:23]N1N=NC2C=CC=NC1=2)=[N+](C)C)C.F[P-](F)(F)(F)(F)F.CCN(C(C)C)C(C)C.[N:49]1[CH:54]=[CH:53][CH:52]=[C:51]([C:55]2[N:56]=[C:57]([NH2:60])[S:58][CH:59]=2)[CH:50]=1, predict the reaction product. The product is: [CH2:1]([O:8][C:9]([N:11]1[CH2:15][CH2:14][CH2:13][CH:12]1[C:19](=[O:23])[NH:60][C:57]1[S:58][CH:59]=[C:55]([C:51]2[CH:50]=[N:49][CH:54]=[CH:53][CH:52]=2)[N:56]=1)=[O:10])[C:2]1[CH:3]=[CH:4][CH:5]=[CH:6][CH:7]=1.